From a dataset of Full USPTO retrosynthesis dataset with 1.9M reactions from patents (1976-2016). Predict the reactants needed to synthesize the given product. Given the product [CH2:63]([Cl:65])[Cl:62].[CH3:4][OH:5].[NH4+:1].[OH-:46].[C:24]([C:23]1[CH:27]=[CH:28][C:29]([N:31]2[C:39]3[CH2:38][C:37]([CH3:40])([CH3:41])[CH2:36][C:35](=[O:42])[C:34]=3[C:33]([CH3:43])=[N:32]2)=[CH:30][C:22]=1[NH:21][CH2:20][CH2:19][CH2:18][O:17][CH2:16][CH2:15][O:14][CH2:13][CH2:12][O:11][CH2:10][CH2:9][O:8][CH2:7][CH2:6][O:5][CH2:4][CH2:3][CH2:2][NH:1][C:24]([C:23]1[CH:27]=[CH:28][C:29](/[N:31]=[N:32]/[C:33]2[CH:34]=[C:63]([CH:64]=[CH:55][C:54]=2[OH:56])[CH2:3][CH2:2][NH:1][C:58](=[O:60])[O:61][C:37]([CH3:36])([CH3:40])[CH3:38])=[CH:30][CH:22]=1)=[O:25])(=[O:25])[NH2:26], predict the reactants needed to synthesize it. The reactants are: [NH2:1][CH2:2][CH2:3][CH2:4][O:5][CH2:6][CH2:7][O:8][CH2:9][CH2:10][O:11][CH2:12][CH2:13][O:14][CH2:15][CH2:16][O:17][CH2:18][CH2:19][CH2:20][NH:21][C:22]1[CH:30]=[C:29]([N:31]2[C:39]3[CH2:38][C:37]([CH3:41])([CH3:40])[CH2:36][C:35](=[O:42])[C:34]=3[C:33]([CH3:43])=[N:32]2)[CH:28]=[CH:27][C:23]=1[C:24]([NH2:26])=[O:25].C([O:46][BH-](O[C:54](=[O:56])[CH3:55])O[C:54](=[O:56])[CH3:55])(=[O:46])C.[Na+].[C:58]([OH:61])(=[O:60])C.[Cl:62][CH:63]([Cl:65])[CH3:64].